Task: Predict the product of the given reaction.. Dataset: Forward reaction prediction with 1.9M reactions from USPTO patents (1976-2016) (1) Given the reactants [CH:1]([N:4]1[C:12](=[O:13])[NH:11][C:10]2[C:5]1=[N:6][C:7]([C:17]1[CH:22]=[CH:21][CH:20]=[C:19]([OH:23])[CH:18]=1)=[N:8][C:9]=2[C:14]([O-:16])=O)([CH3:3])[CH3:2].[NH2:24]C1C(C([O-])=O)=NC(C2C=CC=C(O)C=2)=NC=1NC(C)C.C(N1C=CN=C1)(N1C=CN=C1)=O, predict the reaction product. The product is: [CH:1]([N:4]1[C:12](=[O:13])[NH:11][C:10]2[C:5]1=[N:6][C:7]([C:17]1[CH:22]=[CH:21][CH:20]=[C:19]([OH:23])[CH:18]=1)=[N:8][C:9]=2[C:14]([NH2:24])=[O:16])([CH3:2])[CH3:3]. (2) The product is: [Cl:1][C:2]1[CH:7]=[CH:6][C:5]([NH:8][C:9](=[O:17])[CH2:10][N:11]2[CH2:12][CH2:13][N:14]([CH2:55][CH2:56][CH2:58][O:50][C:49]3[O:52][C:39]4[C:40]([C:41](=[O:42])[C:32]=3[C:33]3[CH:43]=[CH:48][CH:47]=[CH:46][CH:45]=3)=[CH:35][CH:36]=[CH:37][CH:38]=4)[CH2:15][CH2:16]2)=[C:4]([C:18](=[O:26])[C:19]2[CH:24]=[CH:23][CH:22]=[CH:21][C:20]=2[Cl:25])[CH:3]=1. Given the reactants [Cl:1][C:2]1[CH:7]=[CH:6][C:5]([NH:8][C:9](=[O:17])[CH2:10][N:11]2[CH2:16][CH2:15][NH:14][CH2:13][CH2:12]2)=[C:4]([C:18](=[O:26])[C:19]2[CH:24]=[CH:23][CH:22]=[CH:21][C:20]=2[Cl:25])[CH:3]=1.BrCCCO[C:32]1[C:41](=[O:42])[C:40]2[C:35](=[CH:36][CH:37]=[CH:38][CH:39]=2)O[C:33]=1[C:43]1[CH:48]=[CH:47][CH:46]=[CH:45]C=1.[C:49](=[O:52])([O-])[O-:50].[K+].[K+].[CH3:55][C:56]([CH3:58])=O, predict the reaction product. (3) Given the reactants [CH3:1][N:2]1[CH:7]=[C:6](B2OC(C)(C)C(C)(C)O2)[CH:5]=[CH:4][C:3]1=[O:17].Br[C:19]1[CH:20]=[C:21]([S:28]([NH2:31])(=[O:30])=[O:29])[CH:22]=[CH:23][C:24]=1[O:25][CH2:26][CH3:27].C(=O)(O)[O-], predict the reaction product. The product is: [CH2:26]([O:25][C:24]1[CH:19]=[CH:20][C:21]([S:28]([NH2:31])(=[O:29])=[O:30])=[CH:22][C:23]=1[C:6]1[CH:5]=[CH:4][C:3](=[O:17])[N:2]([CH3:1])[CH:7]=1)[CH3:27]. (4) Given the reactants [CH2:1]([O:3][C:4]([C:6]1[C:14]2[C:9](=[CH:10][CH:11]=[C:12]([OH:15])[CH:13]=2)[N:8]([C:16]2[CH:21]=[CH:20][C:19]([O:22][C:23]([F:26])([F:25])[F:24])=[CH:18][CH:17]=2)[C:7]=1[CH2:27][C:28]([O:30][CH2:31][CH3:32])=[O:29])=[O:5])[CH3:2].[Cl:33][C:34]1[CH:35]=[C:36](B(O)O)[CH:37]=[C:38]([Cl:40])[CH:39]=1, predict the reaction product. The product is: [CH2:1]([O:3][C:4]([C:6]1[C:14]2[C:9](=[CH:10][CH:11]=[C:12]([O:15][C:36]3[CH:35]=[C:34]([Cl:33])[CH:39]=[C:38]([Cl:40])[CH:37]=3)[CH:13]=2)[N:8]([C:16]2[CH:17]=[CH:18][C:19]([O:22][C:23]([F:26])([F:24])[F:25])=[CH:20][CH:21]=2)[C:7]=1[CH2:27][C:28]([O:30][CH2:31][CH3:32])=[O:29])=[O:5])[CH3:2].